The task is: Predict the product of the given reaction.. This data is from Forward reaction prediction with 1.9M reactions from USPTO patents (1976-2016). (1) Given the reactants [C:1]([O:5][C:6]([N:8]1[CH2:13][CH2:12][CH:11]([C:14]([OH:16])=O)[CH2:10][CH2:9]1)=[O:7])([CH3:4])([CH3:3])[CH3:2].C(N(CC)CC)C.CN(C(ON1N=NC2C=CC=CC1=2)=[N+](C)C)C.F[P-](F)(F)(F)(F)F.[CH3:48][N:49]1[CH2:54][CH2:53][NH:52][CH2:51][CH2:50]1, predict the reaction product. The product is: [C:1]([O:5][C:6]([N:8]1[CH2:9][CH2:10][CH:11]([C:14]([N:52]2[CH2:53][CH2:54][N:49]([CH3:48])[CH2:50][CH2:51]2)=[O:16])[CH2:12][CH2:13]1)=[O:7])([CH3:2])([CH3:3])[CH3:4]. (2) Given the reactants [CH2:1]([O:8][C:9]([NH:11][C:12]1([C:19]([O:21][CH2:22][CH3:23])=[O:20])[CH2:17][C:16](=[O:18])[NH:15][C:13]1=[O:14])=[O:10])[C:2]1[CH:7]=[CH:6][CH:5]=[CH:4][CH:3]=1.C([O-])(=O)CC(CC([O-])=O)(C([O-])=O)O.[OH-].[Na+].S([O-])([O-])(=O)=O.[NH4+].[NH4+], predict the reaction product. The product is: [CH2:1]([O:8][C:9]([NH:11][C@:12]1([C:19]([O:21][CH2:22][CH3:23])=[O:20])[CH2:17][C:16](=[O:18])[NH:15][C:13]1=[O:14])=[O:10])[C:2]1[CH:7]=[CH:6][CH:5]=[CH:4][CH:3]=1. (3) Given the reactants C(C1[O:5]C1)Cl.[C:6]1([O:16][CH3:17])[C:7](=[CH:9][CH:10]=[C:11]([CH:15]=1)[CH:12]=[CH:13][CH3:14])[OH:8].[OH-].[Na+], predict the reaction product. The product is: [O:5]1[C:12](=[CH:13][CH3:14])[C:11]2[CH:15]=[C:6]([O:16][CH3:17])[C:7]([OH:8])=[CH:9][C:10]1=2. (4) Given the reactants [Br:1][C:2]1[CH:3]=[N:4][C:5]2[C:10]([C:11]=1[O:12][CH2:13][CH2:14][C@H:15]1[CH2:20][CH2:19][CH2:18][CH2:17][N:16]1[C:21]([O:23][C:24]([CH3:27])([CH3:26])[CH3:25])=[O:22])=[CH:9][C:8](I)=[C:7]([Cl:29])[CH:6]=2.[CH3:30][N:31]1[CH:35]=[C:34](B2OC(C)(C)C(C)(C)O2)[CH:33]=[N:32]1, predict the reaction product. The product is: [Br:1][C:2]1[CH:3]=[N:4][C:5]2[C:10]([C:11]=1[O:12][CH2:13][CH2:14][C@H:15]1[CH2:20][CH2:19][CH2:18][CH2:17][N:16]1[C:21]([O:23][C:24]([CH3:27])([CH3:26])[CH3:25])=[O:22])=[CH:9][C:8]([C:34]1[CH:33]=[N:32][N:31]([CH3:30])[CH:35]=1)=[C:7]([Cl:29])[CH:6]=2.